Dataset: Full USPTO retrosynthesis dataset with 1.9M reactions from patents (1976-2016). Task: Predict the reactants needed to synthesize the given product. (1) Given the product [NH2:27][C:24]1[CH:25]=[CH:26][C:21]([O:20][C:18]2[N:17]=[CH:16][N:15]=[C:14]([NH:13][C:10]3[CH:9]=[CH:8][C:7]([O:6][Si:5]([C:1]([CH3:2])([CH3:3])[CH3:4])([CH3:31])[CH3:30])=[CH:12][CH:11]=3)[CH:19]=2)=[CH:22][CH:23]=1, predict the reactants needed to synthesize it. The reactants are: [C:1]([Si:5]([CH3:31])([CH3:30])[O:6][C:7]1[CH:12]=[CH:11][C:10]([NH:13][C:14]2[CH:19]=[C:18]([O:20][C:21]3[CH:26]=[CH:25][C:24]([N+:27]([O-])=O)=[CH:23][CH:22]=3)[N:17]=[CH:16][N:15]=2)=[CH:9][CH:8]=1)([CH3:4])([CH3:3])[CH3:2]. (2) Given the product [N:25]1([CH2:24][CH2:23][NH:22][C:19](=[O:21])[C@H:11]([CH2:12][CH:13]2[CH2:14][CH2:15][CH2:16][CH2:17][CH2:18]2)[NH:10][C:8]([O:7][C:3]([CH3:4])([CH3:5])[CH3:6])=[O:9])[CH2:30][CH2:29][CH2:28][CH2:27][CH2:26]1, predict the reactants needed to synthesize it. The reactants are: O.O.[C:3]([O:7][C:8]([NH:10][C@H:11]([C:19]([OH:21])=O)[CH2:12][CH:13]1[CH2:18][CH2:17][CH2:16][CH2:15][CH2:14]1)=[O:9])([CH3:6])([CH3:5])[CH3:4].[NH2:22][CH2:23][CH2:24][N:25]1[CH2:30][CH2:29][CH2:28][CH2:27][CH2:26]1.O.ON1C2C=CC=CC=2N=N1.C1(N=C=NC2CCCCC2)CCCCC1. (3) Given the product [O:14]1[CH2:15][CH2:16][O:17][CH:13]1[CH2:12][N:9]1[C:10]2[C:5](=[CH:4][CH:3]=[C:2]([O:20][CH3:19])[N:11]=2)[CH:6]=[CH:7][C:8]1=[O:18], predict the reactants needed to synthesize it. The reactants are: Cl[C:2]1[N:11]=[C:10]2[C:5]([CH:6]=[CH:7][C:8](=[O:18])[N:9]2[CH2:12][CH:13]2[O:17][CH2:16][CH2:15][O:14]2)=[CH:4][CH:3]=1.[CH3:19][O-:20].[Na+].CO.O. (4) Given the product [CH3:37][N:16]1[C:15](=[O:17])[O:14][N:13]=[C:12]1/[C:11](=[N:10]\[O:9][CH2:8][C:6]1[N:7]=[C:2]([NH:1][C:33](=[O:34])[O:48][C:43]([CH3:44])([CH2:45][CH2:46][CH3:47])[CH3:42])[CH:3]=[CH:4][CH:5]=1)/[C:19]1[CH:24]=[CH:23][CH:22]=[CH:21][CH:20]=1, predict the reactants needed to synthesize it. The reactants are: [NH2:1][C:2]1[N:7]=[C:6]([CH2:8][O:9]/[N:10]=[C:11](/[C:19]2[CH:24]=[CH:23][CH:22]=[CH:21][CH:20]=2)\[C:12]2[N:13](C)[O:14][C:15](=[O:17])[N:16]=2)[CH:5]=[CH:4][CH:3]=1.FC1C=CC([ClH][C:33](=O)[O-:34])=CC=1.N1C=CC=C[CH:37]=1.[CH3:42][C:43]([OH:48])([CH2:45][C:46]#[CH:47])[CH3:44]. (5) Given the product [F:1][C:2]1[CH:11]=[C:10]([F:12])[CH:9]=[C:8]2[C:3]=1[C:4]([NH:20][C:21]1[CH:26]=[C:25]([N:27]3[CH2:28][CH2:29][O:30][CH2:31][CH2:32]3)[N:24]=[CH:23][C:22]=1[C:33]1[CH:34]=[N:35][CH:36]=[C:37]([NH:39][S:41]([CH3:40])(=[O:43])=[O:42])[CH:38]=1)=[C:5]([CH3:19])[C:6]([C:13]1[CH:18]=[CH:17][CH:16]=[CH:15][N:14]=1)=[N:7]2, predict the reactants needed to synthesize it. The reactants are: [F:1][C:2]1[CH:11]=[C:10]([F:12])[CH:9]=[C:8]2[C:3]=1[C:4]([NH:20][C:21]1[CH:26]=[C:25]([N:27]3[CH2:32][CH2:31][O:30][CH2:29][CH2:28]3)[N:24]=[CH:23][C:22]=1[C:33]1[CH:34]=[N:35][CH:36]=[C:37]([NH2:39])[CH:38]=1)=[C:5]([CH3:19])[C:6]([C:13]1[CH:18]=[CH:17][CH:16]=[CH:15][N:14]=1)=[N:7]2.[CH3:40][S:41](Cl)(=[O:43])=[O:42]. (6) The reactants are: [OH:1][C:2]1[C:3]([C:19]([O:21]CC)=[O:20])=[N:4][N:5]2[C@@H:10]([C:11]3[CH:16]=[CH:15][CH:14]=[CH:13][CH:12]=3)[CH2:9][N:8]([CH3:17])[C:7](=[O:18])[C:6]=12.[OH-].[Na+].Cl. Given the product [OH:1][C:2]1[C:3]([C:19]([OH:21])=[O:20])=[N:4][N:5]2[C@@H:10]([C:11]3[CH:16]=[CH:15][CH:14]=[CH:13][CH:12]=3)[CH2:9][N:8]([CH3:17])[C:7](=[O:18])[C:6]=12, predict the reactants needed to synthesize it. (7) Given the product [Br:8][C:5]1[CH:6]=[CH:7][C:2]([N:29]2[CH2:28][CH2:27][CH:26]([NH:25][C:23]([O:22][C:18]([CH3:21])([CH3:20])[CH3:19])=[O:24])[CH2:31][CH2:30]2)=[N:3][CH:4]=1, predict the reactants needed to synthesize it. The reactants are: Br[C:2]1[CH:7]=[CH:6][C:5]([Br:8])=[CH:4][N:3]=1.CCN(C(C)C)C(C)C.[C:18]([O:22][C:23]([NH:25][CH:26]1[CH2:31][CH2:30][NH:29][CH2:28][CH2:27]1)=[O:24])([CH3:21])([CH3:20])[CH3:19]. (8) Given the product [CH3:1][C:2]1[O:6][C:5]([C:7]2[CH:12]=[CH:11][CH:10]=[CH:9][CH:8]=2)=[N:4][C:3]=1[CH2:13][C:14]([NH:16][CH2:17][C@H:18]1[O:23][CH2:22][CH2:21][NH:20][CH2:19]1)=[O:15], predict the reactants needed to synthesize it. The reactants are: [CH3:1][C:2]1[O:6][C:5]([C:7]2[CH:12]=[CH:11][CH:10]=[CH:9][CH:8]=2)=[N:4][C:3]=1[CH2:13][C:14]([NH:16][CH2:17][C@@H:18]1[O:23][CH2:22][CH2:21][NH:20][CH2:19]1)=[O:15].C(N1CCO[C@H](CNC(=O)CC2N=C(C3C=CC=CC=3)OC=2C)C1)C1C=CC=CC=1. (9) Given the product [CH2:1]([O:3][C:4]([C:5]1[CH:10]=[CH:9][C:8]([N:13]2[CH2:18][CH2:17][CH:16]([C:19](=[O:20])[NH2:21])[CH2:15][CH2:14]2)=[N:7][CH:6]=1)=[O:12])[CH3:2], predict the reactants needed to synthesize it. The reactants are: [CH2:1]([O:3][C:4](=[O:12])[C:5]1[CH:10]=[CH:9][C:8](Cl)=[N:7][CH:6]=1)[CH3:2].[NH:13]1[CH2:18][CH2:17][CH:16]([C:19]([NH2:21])=[O:20])[CH2:15][CH2:14]1.CCN(C(C)C)C(C)C.CO. (10) Given the product [N:34]1([C:32](=[O:33])[CH2:31][NH:7][C:8]2[CH:9]=[CH:10][C:11]([C:14]([N:16]3[CH2:22][C:21]4([CH3:24])[CH2:23][CH:17]3[CH2:18][C:19]([CH3:26])([CH3:25])[CH2:20]4)=[O:15])=[CH:12][CH:13]=2)[CH2:39][CH2:38][O:37][CH2:36][CH2:35]1, predict the reactants needed to synthesize it. The reactants are: C(OC(=O)[NH:7][C:8]1[CH:13]=[CH:12][C:11]([C:14]([N:16]2[CH2:22][C:21]3([CH3:24])[CH2:23][CH:17]2[CH2:18][C:19]([CH3:26])([CH3:25])[CH2:20]3)=[O:15])=[CH:10][CH:9]=1)(C)(C)C.[H-].[Na+].Cl[CH2:31][C:32]([N:34]1[CH2:39][CH2:38][O:37][CH2:36][CH2:35]1)=[O:33].